This data is from Reaction yield outcomes from USPTO patents with 853,638 reactions. The task is: Predict the reaction yield, written as a fraction of the theoretical maximum amount of product (1.0 means a 100% yield; for example, 0.34 means a 34% yield). (1) The reactants are [F:1][C:2]1[CH:7]=[C:6]([C:8]2[CH:13]=[CH:12][CH:11]=[C:10]([F:14])[CH:9]=2)[CH:5]=[C:4]([N+:15]([O-])=O)[C:3]=1[CH3:18]. The catalyst is CCO.[Pd]. The product is [F:1][C:2]1[C:3]([CH3:18])=[C:4]([CH:5]=[C:6]([C:8]2[CH:13]=[CH:12][CH:11]=[C:10]([F:14])[CH:9]=2)[CH:7]=1)[NH2:15]. The yield is 0.440. (2) The reactants are [CH2:1]([O:8][C@H:9]1[CH2:13][N:12]([CH:14]2[CH2:19][CH2:18][N:17]([C:20]([O:22][C:23]([CH3:26])([CH3:25])[CH3:24])=[O:21])[CH2:16][CH2:15]2)[C:11](=[O:27])[C@@H:10]1[O:28]S(C)(=O)=O)[C:2]1[CH:7]=[CH:6][CH:5]=[CH:4][CH:3]=1.[Br:33][C:34]1[CH:39]=[CH:38][C:37](O)=[C:36]([F:41])[CH:35]=1.C([O-])([O-])=O.[K+].[K+]. The catalyst is CS(C)=O. The product is [CH2:1]([O:8][C@H:9]1[CH2:13][N:12]([CH:14]2[CH2:19][CH2:18][N:17]([C:20]([O:22][C:23]([CH3:26])([CH3:25])[CH3:24])=[O:21])[CH2:16][CH2:15]2)[C:11](=[O:27])[C@H:10]1[O:28][C:37]1[CH:38]=[CH:39][C:34]([Br:33])=[CH:35][C:36]=1[F:41])[C:2]1[CH:7]=[CH:6][CH:5]=[CH:4][CH:3]=1. The yield is 0.402. (3) The reactants are [Cl:1][C:2]1[CH:7]=[CH:6][CH:5]=[CH:4][C:3]=1[S:8](N1CCN(C2C(Cl)=CN=CC=2Cl)CC1)(=[O:10])=[O:9].[Cl:25]C1C=NC=C(Cl)C=1N1CCNCC1. No catalyst specified. The product is [Cl:1][C:2]1[CH:7]=[CH:6][CH:5]=[CH:4][C:3]=1[S:8]([Cl:25])(=[O:10])=[O:9]. The yield is 0.590. (4) The reactants are [CH3:1][O:2][C:3](=[O:13])[C:4]1[CH:9]=[CH:8][C:7]([CH2:10][CH2:11][OH:12])=[CH:6][CH:5]=1.[C:14]1(P([C:14]2[CH:19]=[CH:18][CH:17]=[CH:16][CH:15]=2)[C:14]2[CH:19]=[CH:18][CH:17]=[CH:16][CH:15]=2)[CH:19]=[CH:18][CH:17]=[CH:16][CH:15]=1.N(C(OCC)=O)=NC(OCC)=O.C1(O)C=CC=CC=1. The catalyst is O1CCCC1.O. The product is [CH3:1][O:2][C:3](=[O:13])[C:4]1[CH:9]=[CH:8][C:7]([CH2:10][CH2:11][O:12][C:14]2[CH:19]=[CH:18][CH:17]=[CH:16][CH:15]=2)=[CH:6][CH:5]=1. The yield is 0.168. (5) The reactants are [Cl:1][C:2]1[CH:10]=[CH:9][C:5]2[O:6][CH2:7][O:8][C:4]=2[C:3]=1[NH:11][C:12]1[C:20]2[C:19]3[CH2:21][NH:22][CH2:23][CH2:24][C:18]=3[NH:17][C:16]=2[N:15]=[CH:14][CH:13]=1.CCN(C(C)C)C(C)C.[C:34](Cl)(=[O:38])[CH:35]([CH3:37])[CH3:36]. The catalyst is ClCCCl. The product is [Cl:1][C:2]1[CH:10]=[CH:9][C:5]2[O:6][CH2:7][O:8][C:4]=2[C:3]=1[NH:11][C:12]1[C:20]2[C:19]3[CH2:21][N:22]([C:34](=[O:38])[CH:35]([CH3:37])[CH3:36])[CH2:23][CH2:24][C:18]=3[NH:17][C:16]=2[N:15]=[CH:14][CH:13]=1. The yield is 0.150. (6) The reactants are Cl[CH2:2][CH2:3][CH:4]=[C:5]1[C:11]2[CH:12]=[CH:13][CH:14]=[CH:15][C:10]=2[CH2:9][O:8][C:7]2[CH:16]=[CH:17][CH:18]=[CH:19][C:6]1=2.S(Cl)(Cl)=O.[CH3:24][NH:25][CH3:26].Cl. The catalyst is O1CCCC1.C(O)C.O. The product is [CH3:24][N:25]([CH3:26])[CH2:2][CH2:3][CH:4]=[C:5]1[C:11]2[CH:12]=[CH:13][CH:14]=[CH:15][C:10]=2[CH2:9][O:8][C:7]2[CH:16]=[CH:17][CH:18]=[CH:19][C:6]1=2. The yield is 0.735.